Dataset: Reaction yield outcomes from USPTO patents with 853,638 reactions. Task: Predict the reaction yield, written as a fraction of the theoretical maximum amount of product (1.0 means a 100% yield; for example, 0.34 means a 34% yield). The catalyst is C1COCC1.O. The reactants are II.[C:3]([Si:7]([O:10][CH2:11][C:12]([CH2:14][O:15][C:16]1[CH:21]=[CH:20][C:19]([I:22])=[CH:18][CH:17]=1)=[CH2:13])([CH3:9])[CH3:8])([CH3:6])([CH3:5])[CH3:4].[BH4-].[Na+].[OH:25]O.[OH-].[Na+]. The product is [Si:7]([O:10][CH2:11][CH:12]([CH2:14][O:15][C:16]1[CH:21]=[CH:20][C:19]([I:22])=[CH:18][CH:17]=1)[CH2:13][OH:25])([C:3]([CH3:6])([CH3:4])[CH3:5])([CH3:9])[CH3:8]. The yield is 0.710.